This data is from Forward reaction prediction with 1.9M reactions from USPTO patents (1976-2016). The task is: Predict the product of the given reaction. (1) Given the reactants [Cl:1][C:2]1[CH:7]=[CH:6][C:5]([C:8]2[O:9][C:10]3[CH:21]=[CH:20][C:19]([OH:22])=[CH:18][C:11]=3[C:12]=2[C:13]([O:15][CH2:16][CH3:17])=[O:14])=[CH:4][CH:3]=1.[CH:23](Br)([CH3:25])[CH3:24].C(=O)([O-])[O-].[Cs+].[Cs+].[NH4+], predict the reaction product. The product is: [Cl:1][C:2]1[CH:3]=[CH:4][C:5]([C:8]2[O:9][C:10]3[CH:21]=[CH:20][C:19]([O:22][CH:23]([CH3:25])[CH3:24])=[CH:18][C:11]=3[C:12]=2[C:13]([O:15][CH2:16][CH3:17])=[O:14])=[CH:6][CH:7]=1. (2) Given the reactants [Br:1][C:2]1[CH:3]=[C:4]2[C:8](=[CH:9][CH:10]=1)[NH:7][CH:6]=[C:5]2[CH2:11][C:12]([O:14][CH3:15])=[O:13].[C:16]([N:20]=[C:21]=[O:22])([CH3:19])([CH3:18])[CH3:17].B(F)(F)F.CCOCC.CCOC(C)=O, predict the reaction product. The product is: [Br:1][C:2]1[CH:3]=[C:4]2[C:8](=[CH:9][CH:10]=1)[NH:7][C:6]([C:21](=[O:22])[NH:20][C:16]([CH3:19])([CH3:18])[CH3:17])=[C:5]2[CH2:11][C:12]([O:14][CH3:15])=[O:13].